This data is from Forward reaction prediction with 1.9M reactions from USPTO patents (1976-2016). The task is: Predict the product of the given reaction. Given the reactants [CH:1]1[C:10]2[CH:9]=[CH:8][CH:7]=[C:6]([S:11]([N:14]3[CH2:20][CH2:19][CH2:18][NH:17][CH2:16][CH2:15]3)(=[O:13])=[O:12])[C:5]=2[CH:4]=[CH:3][N:2]=1.[C:21]([O:25][C:26]([NH:28][C@@H:29]([C:33](O)=[O:34])[CH:30]([CH3:32])[CH3:31])=[O:27])([CH3:24])([CH3:23])[CH3:22], predict the reaction product. The product is: [C:21]([O:25][C:26]([NH:28][C@@H:29]([C:33]([N:17]1[CH2:18][CH2:19][CH2:20][N:14]([S:11]([C:6]2[C:5]3[CH:4]=[CH:3][N:2]=[CH:1][C:10]=3[CH:9]=[CH:8][CH:7]=2)(=[O:12])=[O:13])[CH2:15][CH2:16]1)=[O:34])[CH:30]([CH3:31])[CH3:32])=[O:27])([CH3:23])([CH3:24])[CH3:22].